Regression. Given two drug SMILES strings and cell line genomic features, predict the synergy score measuring deviation from expected non-interaction effect. From a dataset of NCI-60 drug combinations with 297,098 pairs across 59 cell lines. (1) Drug 1: C1C(C(OC1N2C=C(C(=O)NC2=O)F)CO)O. Synergy scores: CSS=24.7, Synergy_ZIP=-7.48, Synergy_Bliss=-2.93, Synergy_Loewe=-25.0, Synergy_HSA=0.169. Drug 2: C(CC(=O)O)C(=O)CN.Cl. Cell line: OVCAR-5. (2) Drug 1: C#CCC(CC1=CN=C2C(=N1)C(=NC(=N2)N)N)C3=CC=C(C=C3)C(=O)NC(CCC(=O)O)C(=O)O. Drug 2: COCCOC1=C(C=C2C(=C1)C(=NC=N2)NC3=CC=CC(=C3)C#C)OCCOC.Cl. Cell line: HL-60(TB). Synergy scores: CSS=4.06, Synergy_ZIP=-3.68, Synergy_Bliss=-4.91, Synergy_Loewe=1.37, Synergy_HSA=-2.26.